Predict the reactants needed to synthesize the given product. From a dataset of Full USPTO retrosynthesis dataset with 1.9M reactions from patents (1976-2016). (1) The reactants are: [F:1][C:2]1[CH:3]=[C:4]([CH:8]=[C:9]([C:11]([F:14])([F:13])[F:12])[CH:10]=1)[C:5]([OH:7])=O.[N+:15]([C:18]1[CH:24]=[CH:23][C:21]([NH2:22])=[CH:20][C:19]=1[C:25]([F:28])([F:27])[F:26])([O-:17])=[O:16]. Given the product [F:1][C:2]1[CH:3]=[C:4]([CH:8]=[C:9]([C:11]([F:14])([F:13])[F:12])[CH:10]=1)[C:5]([NH:22][C:21]1[CH:23]=[CH:24][C:18]([N+:15]([O-:17])=[O:16])=[C:19]([C:25]([F:26])([F:27])[F:28])[CH:20]=1)=[O:7], predict the reactants needed to synthesize it. (2) Given the product [CH3:1][C:2]1[CH:9]=[CH:8][CH:7]=[C:4](/[CH:5]=[CH:13]/[N+:10]([O-:12])=[O:11])[CH:3]=1, predict the reactants needed to synthesize it. The reactants are: [CH3:1][C:2]1[CH:3]=[C:4]([CH:7]=[CH:8][CH:9]=1)[CH:5]=O.[N+:10]([CH3:13])([O-:12])=[O:11].[OH-].[Na+].